Dataset: Catalyst prediction with 721,799 reactions and 888 catalyst types from USPTO. Task: Predict which catalyst facilitates the given reaction. (1) Reactant: [F:1][C:2]1[CH:7]=[C:6]([C:8]([F:11])([F:10])[F:9])[CH:5]=[CH:4][C:3]=1[CH:12]1[CH2:17][C:16](=[O:18])[NH:15][C:14]([CH3:19])=[C:13]1[C:20](O)=[O:21].[NH2:23][C:24]1[CH:25]=[C:26]2[C:30](=[C:31]([CH3:33])[CH:32]=1)[NH:29][N:28]=[CH:27]2.C(Cl)CCl.CCN(CC)CC. Product: [F:1][C:2]1[CH:7]=[C:6]([C:8]([F:9])([F:10])[F:11])[CH:5]=[CH:4][C:3]=1[CH:12]1[CH2:17][C:16](=[O:18])[NH:15][C:14]([CH3:19])=[C:13]1[C:20]([NH:23][C:24]1[CH:25]=[C:26]2[C:30](=[C:31]([CH3:33])[CH:32]=1)[NH:29][N:28]=[CH:27]2)=[O:21]. The catalyst class is: 861. (2) Reactant: [NH2:1][C:2]([NH2:4])=[S:3].Br[CH2:6][C:7]([C:9]1[CH:18]=[CH:17][C:16]2[NH:15][C:14](=[O:19])[C:13]3[NH:20][CH:21]=[CH:22][C:12]=3[C:11]=2[CH:10]=1)=O.[CH2:23]([C:25]([O-:27])=[O:26])[CH3:24].C(N(CC)CC)C. Product: [NH2:1][C:2]1[S:3][CH:6]=[C:7]([C:9]2[CH:18]=[CH:17][C:16]3[NH:15][C:14](=[O:19])[C:13]4[NH:20][CH:21]=[CH:22][C:12]=4[C:11]=3[CH:10]=2)[N:4]=1.[CH2:23]([C:25]([O-:27])=[O:26])[CH3:24]. The catalyst class is: 8. (3) Reactant: C([O:8][C:9]1[C:40]([CH3:41])=[CH:39][C:12]([CH2:13][C@@H:14]([CH2:18][C:19](=[O:38])[N:20]2[CH2:25][CH2:24][CH:23]([N:26]3[CH2:32][CH2:31][C:30]4[CH:33]=[CH:34][CH:35]=[CH:36][C:29]=4[NH:28][C:27]3=[O:37])[CH2:22][CH2:21]2)[C:15]([OH:17])=[O:16])=[CH:11][C:10]=1[CH3:42])C1C=CC=CC=1.[H][H]. Product: [OH:8][C:9]1[C:40]([CH3:41])=[CH:39][C:12]([CH2:13][C@@H:14]([CH2:18][C:19](=[O:38])[N:20]2[CH2:21][CH2:22][CH:23]([N:26]3[CH2:32][CH2:31][C:30]4[CH:33]=[CH:34][CH:35]=[CH:36][C:29]=4[NH:28][C:27]3=[O:37])[CH2:24][CH2:25]2)[C:15]([OH:17])=[O:16])=[CH:11][C:10]=1[CH3:42]. The catalyst class is: 707. (4) Reactant: [F-].C([N+](CCCC)(CCCC)CCCC)CCC.[CH2:19]([N:26]1[C:30]2=[N:31][CH:32]=[N:33][C:34]([O:35][C@@H:36]([CH2:47][O:48][CH2:49][CH2:50][O:51][Si](C(C)(C)C)(C3C=CC=CC=3)C3C=CC=CC=3)[C:37]([NH:39][C:40]3[CH:45]=[CH:44][C:43]([CH3:46])=[CH:42][N:41]=3)=[O:38])=[C:29]2[CH:28]=[N:27]1)[C:20]1[CH:25]=[CH:24][CH:23]=[CH:22][CH:21]=1. Product: [CH2:19]([N:26]1[C:30]2=[N:31][CH:32]=[N:33][C:34]([O:35][C@@H:36]([CH2:47][O:48][CH2:49][CH2:50][OH:51])[C:37]([NH:39][C:40]3[CH:45]=[CH:44][C:43]([CH3:46])=[CH:42][N:41]=3)=[O:38])=[C:29]2[CH:28]=[N:27]1)[C:20]1[CH:25]=[CH:24][CH:23]=[CH:22][CH:21]=1. The catalyst class is: 7.